Dataset: Forward reaction prediction with 1.9M reactions from USPTO patents (1976-2016). Task: Predict the product of the given reaction. (1) Given the reactants [Cl:1][C:2]1[CH:19]=[CH:18][C:5]([O:6][C:7]2[CH:14]=[CH:13][C:10](C=O)=[C:9]([CH2:15][CH2:16][CH3:17])[N:8]=2)=[CH:4][CH:3]=1.ClC1C=CC=C(C(OO)=[O:28])C=1.C(=O)(O)[O-].[Na+], predict the reaction product. The product is: [Cl:1][C:2]1[CH:19]=[CH:18][C:5]([O:6][C:7]2[N:8]=[C:9]([CH2:15][CH2:16][CH3:17])[C:10]([OH:28])=[CH:13][CH:14]=2)=[CH:4][CH:3]=1. (2) The product is: [F:1][C:2]1[CH:38]=[C:37]([F:39])[CH:36]=[CH:35][C:3]=1[O:4][C:5]1[C:13]2[N:12]=[CH:11][N:10]([CH3:14])[C:9]=2[CH:8]=[CH:7][C:6]=1[C:15]1[C:16]2[CH:24]=[CH:23][N:22]([S:25]([C:28]3[CH:33]=[CH:32][C:31]([CH3:34])=[CH:30][CH:29]=3)(=[O:27])=[O:26])[C:17]=2[C:18](=[O:21])[N:19]([CH2:40][CH3:41])[CH:20]=1. Given the reactants [F:1][C:2]1[CH:38]=[C:37]([F:39])[CH:36]=[CH:35][C:3]=1[O:4][C:5]1[C:13]2[N:12]=[CH:11][N:10]([CH3:14])[C:9]=2[CH:8]=[CH:7][C:6]=1[C:15]1[C:16]2[CH:24]=[CH:23][N:22]([S:25]([C:28]3[CH:33]=[CH:32][C:31]([CH3:34])=[CH:30][CH:29]=3)(=[O:27])=[O:26])[C:17]=2[C:18](=[O:21])[NH:19][CH:20]=1.[CH3:40][C:41](C)([O-])C.[K+].ICC, predict the reaction product. (3) Given the reactants Br[C:2]1[CH:7]=[CH:6][C:5]([C:8]2[O:12][N:11]=[C:10]([CH3:13])[C:9]=2[CH:14]([OH:20])[C:15]([F:19])([F:18])[CH:16]=[CH2:17])=[CH:4][CH:3]=1.[CH2:21]([O:23][C:24]([C:26]1([C:29]2[CH:34]=[CH:33][C:32](B3OC(C)(C)C(C)(C)O3)=[CH:31][CH:30]=2)[CH2:28][CH2:27]1)=[O:25])[CH3:22], predict the reaction product. The product is: [CH2:21]([O:23][C:24]([C:26]1([C:29]2[CH:34]=[CH:33][C:32]([C:2]3[CH:7]=[CH:6][C:5]([C:8]4[O:12][N:11]=[C:10]([CH3:13])[C:9]=4[CH:14]([OH:20])[C:15]([F:19])([F:18])[CH:16]=[CH2:17])=[CH:4][CH:3]=3)=[CH:31][CH:30]=2)[CH2:27][CH2:28]1)=[O:25])[CH3:22]. (4) Given the reactants [CH3:1][C:2]1[CH:11]=[CH:10][C:5]([C:6]([O:8][CH3:9])=[O:7])=[CH:4][C:3]=1[N:12]1[CH:21]=[CH:20][C:19]2[C:14](=[CH:15][C:16](OS(C(F)(F)F)(=O)=O)=[CH:17][CH:18]=2)[C:13]1=[O:30].C(N(CC)CC)C.[N:38]1([CH2:44][C:45]#[CH:46])[CH2:43]COC[CH2:39]1, predict the reaction product. The product is: [CH3:39][N:38]([CH3:43])[CH2:44][CH2:45][CH2:46][C:16]1[CH:15]=[C:14]2[C:19]([CH:20]=[CH:21][N:12]([C:3]3[CH:4]=[C:5]([CH:10]=[CH:11][C:2]=3[CH3:1])[C:6]([O:8][CH3:9])=[O:7])[C:13]2=[O:30])=[CH:18][CH:17]=1. (5) Given the reactants [CH3:1][O:2][C:3]1[CH:4]=[C:5](CO)[CH:6]=[C:7](OC)[C:8]=1[O:9][CH3:10].P(Br)(Br)[Br:16].C([O-])(O)=O.[Na+].C[CH2:25][O:26][CH2:27][CH3:28], predict the reaction product. The product is: [Br:16][CH2:4][CH2:5][C:6]1[CH:7]=[C:8]([O:9][CH3:10])[C:3]([O:2][CH3:1])=[C:27]([O:26][CH3:25])[CH:28]=1. (6) Given the reactants [C:9](O[C:9]([O:11][C:12]([CH3:15])([CH3:14])[CH3:13])=[O:10])([O:11][C:12]([CH3:15])([CH3:14])[CH3:13])=[O:10].[CH:16]([CH:29]1[N:34]2[CH2:35][C@H:36]([O:38][Si:39]([C:42]([CH3:45])([CH3:44])[CH3:43])([CH3:41])[CH3:40])[CH2:37][C@H:33]2[CH2:32][NH:31][CH2:30]1)([C:23]1[CH:28]=[CH:27][CH:26]=[CH:25][CH:24]=1)[C:17]1[CH:22]=[CH:21][CH:20]=[CH:19][CH:18]=1.C(N(CC)CC)C, predict the reaction product. The product is: [CH:16]([CH:29]1[N:34]2[CH2:35][C@H:36]([O:38][Si:39]([C:42]([CH3:45])([CH3:44])[CH3:43])([CH3:41])[CH3:40])[CH2:37][C@H:33]2[CH2:32][N:31]([C:9]([O:11][C:12]([CH3:13])([CH3:14])[CH3:15])=[O:10])[CH2:30]1)([C:23]1[CH:24]=[CH:25][CH:26]=[CH:27][CH:28]=1)[C:17]1[CH:22]=[CH:21][CH:20]=[CH:19][CH:18]=1. (7) Given the reactants [I:1][C:2]1[S:10][C:9]2[C:8]([C:11]#[N:12])=[CH:7][N:6]=[C:5]([NH:13]CC3C=CC(OC)=CC=3)[C:4]=2[CH:3]=1.[OH:23]S(O)(=O)=O, predict the reaction product. The product is: [NH2:13][C:5]1[C:4]2[CH:3]=[C:2]([I:1])[S:10][C:9]=2[C:8]([C:11]([NH2:12])=[O:23])=[CH:7][N:6]=1.